This data is from Forward reaction prediction with 1.9M reactions from USPTO patents (1976-2016). The task is: Predict the product of the given reaction. The product is: [F:25][C:2]([F:24])([F:1])[C:3]1[CH:4]=[C:5]([CH:17]=[C:18]([C:20]([F:23])([F:21])[F:22])[CH:19]=1)[C:6]([N:8]1[CH2:13][CH2:12][CH:11]([C:14]([NH:31][C:30]2[CH:32]=[CH:33][C:27]([Cl:26])=[CH:28][CH:29]=2)=[O:15])[CH2:10][CH2:9]1)=[O:7]. Given the reactants [F:1][C:2]([F:25])([F:24])[C:3]1[CH:4]=[C:5]([CH:17]=[C:18]([C:20]([F:23])([F:22])[F:21])[CH:19]=1)[C:6]([N:8]1[CH2:13][CH2:12][CH:11]([C:14](O)=[O:15])[CH2:10][CH2:9]1)=[O:7].[Cl:26][C:27]1[CH:33]=[CH:32][C:30]([NH2:31])=[CH:29][CH:28]=1, predict the reaction product.